This data is from Peptide-MHC class II binding affinity with 134,281 pairs from IEDB. The task is: Regression. Given a peptide amino acid sequence and an MHC pseudo amino acid sequence, predict their binding affinity value. This is MHC class II binding data. (1) The peptide sequence is EEFVVAFDLPGIK. The MHC is DRB1_0404 with pseudo-sequence DRB1_0404. The binding affinity (normalized) is 0.723. (2) The peptide sequence is IAMEVVLRKRQGPKQ. The MHC is DRB4_0103 with pseudo-sequence DRB4_0103. The binding affinity (normalized) is 0.738. (3) The MHC is DRB1_0801 with pseudo-sequence DRB1_0801. The peptide sequence is VIPEPGQQRSIQDNQ. The binding affinity (normalized) is 0. (4) The peptide sequence is PAGFEPEMLRKKQITVL. The MHC is DRB1_0101 with pseudo-sequence DRB1_0101. The binding affinity (normalized) is 0. (5) The peptide sequence is DELVGGPPVEASAAA. The MHC is DRB1_0701 with pseudo-sequence DRB1_0701. The binding affinity (normalized) is 0. (6) The peptide sequence is NLRLKGVTCRLFRQQ. The MHC is DRB1_0701 with pseudo-sequence DRB1_0701. The binding affinity (normalized) is 0.508.